From a dataset of Forward reaction prediction with 1.9M reactions from USPTO patents (1976-2016). Predict the product of the given reaction. (1) Given the reactants COC1C=CC(C[N:8]2[C:12]3[N:13]=[CH:14][C:15]4[CH2:16][CH2:17][NH:18][C:19]5[CH:25]=[CH:24][CH:23]=[CH:22][C:20]=5[C:21]=4[C:11]=3[CH:10]=[N:9]2)=CC=1.[C:28](Cl)(=[O:35])[C:29]1[CH:34]=[CH:33][CH:32]=[CH:31][CH:30]=1, predict the reaction product. The product is: [C:29]1([C:28]([N:18]2[C:19]3[CH:25]=[CH:24][CH:23]=[CH:22][C:20]=3[C:21]3[C:11]4[CH:10]=[N:9][NH:8][C:12]=4[N:13]=[CH:14][C:15]=3[CH2:16][CH2:17]2)=[O:35])[CH:34]=[CH:33][CH:32]=[CH:31][CH:30]=1. (2) Given the reactants [F:1][C:2]1[CH:3]=[C:4]([C@H:9]2[N:14]([CH2:15][C:16]([O:18][CH2:19][CH3:20])=[O:17])[C:13](=[O:21])[C:12]([CH3:23])([CH3:22])[C@@H:11]([OH:24])[CH2:10]2)[CH:5]=[C:6]([F:8])[CH:7]=1.OS(O)(=O)=O, predict the reaction product. The product is: [F:1][C:2]1[CH:3]=[C:4]([C@H:9]2[N:14]([CH2:15][C:16]([O:18][CH2:19][CH3:20])=[O:17])[C:13](=[O:21])[C:12]([CH3:23])([CH3:22])[C:11](=[O:24])[CH2:10]2)[CH:5]=[C:6]([F:8])[CH:7]=1.